From a dataset of Catalyst prediction with 721,799 reactions and 888 catalyst types from USPTO. Predict which catalyst facilitates the given reaction. (1) Reactant: Cl.[F:2][C:3]([F:16])([F:15])[C:4]1[CH:14]=[CH:13][CH:12]=[CH:11][C:5]=1[O:6][CH:7]1[CH2:10][NH:9][CH2:8]1.Cl[C:18]1[N:19]=[N:20][C:21]([C:24]2[O:25][C:26]([CH3:29])=[N:27][N:28]=2)=[CH:22][CH:23]=1.C(=O)([O-])[O-].[K+].[K+]. Product: [CH3:29][C:26]1[O:25][C:24]([C:21]2[N:20]=[N:19][C:18]([N:9]3[CH2:10][CH:7]([O:6][C:5]4[CH:11]=[CH:12][CH:13]=[CH:14][C:4]=4[C:3]([F:2])([F:15])[F:16])[CH2:8]3)=[CH:23][CH:22]=2)=[N:28][N:27]=1. The catalyst class is: 107. (2) Reactant: Br[CH2:2][C:3]([CH3:31])([CH3:30])[CH2:4][NH:5][C:6]([C:8]1[CH:9]=[N:10][N:11]2[CH:16]=[CH:15][C:14]([N:17]3[CH2:21][CH2:20][CH2:19][C@@H:18]3[C:22]3[C:23]([OH:29])=[N:24][CH:25]=[C:26]([F:28])[CH:27]=3)=[N:13][C:12]=12)=[O:7].CC([O-])(C)C.[K+]. Product: [F:28][C:26]1[CH:27]=[C:22]2[C:23](=[O:29])[N:24]([CH:25]=1)[CH2:2][C:3]([CH3:31])([CH3:30])[CH2:4][NH:5][C:6](=[O:7])[C:8]1=[C:12]3[N:13]=[C:14]([CH:15]=[CH:16][N:11]3[N:10]=[CH:9]1)[N:17]1[C@@H:18]2[CH2:19][CH2:20][CH2:21]1. The catalyst class is: 1. (3) Reactant: [C:1]12([C:11]3[CH:16]=[CH:15][C:14]([OH:17])=[C:13]([CH3:18])[CH:12]=3)[CH2:10][CH:5]3[CH2:6][CH:7]([CH2:9][CH:3]([CH2:4]3)[CH2:2]1)[CH2:8]2.C(=O)([O-])[O-].[K+].[K+].Cl[CH2:26][C:27]([O:29][CH2:30][CH3:31])=[O:28]. Product: [C:1]12([C:11]3[CH:16]=[CH:15][C:14]([O:17][CH2:26][C:27]([O:29][CH2:30][CH3:31])=[O:28])=[C:13]([CH3:18])[CH:12]=3)[CH2:8][CH:7]3[CH2:9][CH:3]([CH2:4][CH:5]([CH2:6]3)[CH2:10]1)[CH2:2]2. The catalyst class is: 42. (4) Reactant: [Br:1]Br.[CH3:3][N:4]1[CH:13]=[CH:12][C:11]2[C:6](=[CH:7][CH:8]=[C:9]([C:14]3[CH:15]=[N:16][N:17]([CH3:19])[CH:18]=3)[CH:10]=2)[C:5]1=[O:20]. Product: [Br:1][C:12]1[C:11]2[C:6](=[CH:7][CH:8]=[C:9]([C:14]3[CH:15]=[N:16][N:17]([CH3:19])[CH:18]=3)[CH:10]=2)[C:5](=[O:20])[N:4]([CH3:3])[CH:13]=1. The catalyst class is: 52. (5) The catalyst class is: 25. Product: [N+:1]([C:4]1[C:5]2[NH:11][C:14](=[O:15])[NH:10][C:6]=2[CH:7]=[CH:8][CH:9]=1)([O-:3])=[O:2]. Reactant: [N+:1]([C:4]1[C:5]([NH2:11])=[C:6]([NH2:10])[CH:7]=[CH:8][CH:9]=1)([O-:3])=[O:2].C1C[O:15][CH2:14]C1. (6) Reactant: [C:1]([CH2:4][N:5]([C:10]1[CH:15]=[CH:14][C:13]([NH:16]/[C:17](=[C:24]2\[C:25](=[O:33])[NH:26][C:27]3[C:32]\2=[CH:31][CH:30]=[CH:29][CH:28]=3)/[C:18]2[CH:23]=[CH:22][CH:21]=[CH:20][CH:19]=2)=[CH:12][CH:11]=1)[S:6]([CH3:9])(=[O:8])=[O:7])([OH:3])=O.[Cl-].[CH3:35][NH2+:36][CH3:37].C1C=CC2N(O)N=NC=2C=1.CN(C(ON1N=NC2C=CC=CC1=2)=[N+](C)C)C.[B-](F)(F)(F)F.C(N(C(C)C)C(C)C)C. Product: [CH3:35][N:36]([CH3:37])[C:1]([CH2:4][N:5]([C:10]1[CH:15]=[CH:14][C:13]([NH:16]/[C:17](=[C:24]2\[C:25](=[O:33])[NH:26][C:27]3[C:32]\2=[CH:31][CH:30]=[CH:29][CH:28]=3)/[C:18]2[CH:23]=[CH:22][CH:21]=[CH:20][CH:19]=2)=[CH:12][CH:11]=1)[S:6]([CH3:9])(=[O:8])=[O:7])=[O:3]. The catalyst class is: 3.